Dataset: Full USPTO retrosynthesis dataset with 1.9M reactions from patents (1976-2016). Task: Predict the reactants needed to synthesize the given product. (1) Given the product [NH2:46][C:43]1[CH:44]=[CH:45][C:40]([CH:37]2[CH2:38][CH2:39][N:34]([C:32]([N:29]3[CH2:30][CH2:31][N:26]([CH3:25])[CH2:27][CH2:28]3)=[O:33])[CH2:35][CH2:36]2)=[CH:41][CH:42]=1, predict the reactants needed to synthesize it. The reactants are: NC1C=CC(N2CCC[C@H](C(N3CCN(C)CC3)=O)C2)=CC=1OC.[CH3:25][N:26]1[CH2:31][CH2:30][N:29]([C:32]([N:34]2[CH2:39][CH2:38][CH:37]([C:40]3[CH:45]=[CH:44][C:43]([N+:46]([O-])=O)=[CH:42][CH:41]=3)[CH2:36][CH2:35]2)=[O:33])[CH2:28][CH2:27]1. (2) The reactants are: [CH3:1][O:2][CH2:3][CH2:4][O:5][C:6]1[CH:11]=[CH:10][N:9]2[C:12]([C:15]([OH:17])=O)=[CH:13][N:14]=[C:8]2[CH:7]=1.C(Cl)(=O)C(Cl)=O.[CH2:24]([N:31]1[C:39]2[CH:38]=[CH:37][CH:36]=[C:35]([NH2:40])[C:34]=2[C:33]([CH2:41][CH3:42])=[N:32]1)[C:25]1[CH:30]=[CH:29][CH:28]=[CH:27][CH:26]=1.C(N(CC)CC)C. Given the product [CH2:24]([N:31]1[C:39]2[C:34](=[C:35]([NH:40][C:15]([C:12]3[N:9]4[CH:10]=[CH:11][C:6]([O:5][CH2:4][CH2:3][O:2][CH3:1])=[CH:7][C:8]4=[N:14][CH:13]=3)=[O:17])[CH:36]=[CH:37][CH:38]=2)[C:33]([CH2:41][CH3:42])=[N:32]1)[C:25]1[CH:26]=[CH:27][CH:28]=[CH:29][CH:30]=1, predict the reactants needed to synthesize it. (3) Given the product [O:1]=[C:2]([C@H:32]([CH3:48])[C@@H:33]([O:39][C:40]([O:42][CH2:43][C:44]([Cl:47])([Cl:46])[Cl:45])=[O:41])[C@@H:34]([CH3:38])[CH2:35][CH:36]=[CH2:37])[C:3]([CH3:30])([CH3:31])[C@@H:4]([O:22][Si:23]([CH2:28][CH3:29])([CH2:24][CH3:25])[CH2:26][CH3:27])[C@H:5]([CH3:21])[C:6]([OH:7])=[O:54], predict the reactants needed to synthesize it. The reactants are: [O:1]=[C:2]([C@H:32]([CH3:48])[C@@H:33]([O:39][C:40]([O:42][CH2:43][C:44]([Cl:47])([Cl:46])[Cl:45])=[O:41])[C@@H:34]([CH3:38])[CH2:35][CH:36]=[CH2:37])[C:3]([CH3:31])([CH3:30])[C@@H:4]([O:22][Si:23]([CH2:28][CH3:29])([CH2:26][CH3:27])[CH2:24][CH3:25])[C@H:5]([CH3:21])[C:6](N1[C@@H](CC2C=CC=CC=2)COC1=O)=[O:7].OO.[OH-].[Li+].S([O-])([O-])=[O:54].[Na+].[Na+]. (4) Given the product [C:9]([NH:1][C@H:2]([C:6]([OH:8])=[O:7])[CH:3]([CH3:5])[CH3:4])(=[O:11])[CH3:10], predict the reactants needed to synthesize it. The reactants are: [NH2:1][C@H:2]([C:6]([OH:8])=[O:7])[CH:3]([CH3:5])[CH3:4].[C:9](O)(=[O:11])[CH3:10]. (5) Given the product [C:1]([NH:5][C:7]1[CH:12]=[CH:11][CH:10]=[CH:9][CH:8]=1)([CH3:4])([CH3:3])[CH3:2], predict the reactants needed to synthesize it. The reactants are: [C:1]([NH2:5])([CH3:4])([CH3:3])[CH3:2].Br[C:7]1[CH:12]=[CH:11][CH:10]=[CH:9][CH:8]=1.CC(C)([O-])C.[Na+]. (6) Given the product [F:79][C:3]1[CH:4]=[C:5]([CH:20]=[CH:21][C:2]=1[CH2:39][OH:38])[CH2:6][N:7]1[CH2:12][CH2:11][N:10]([C:13]([O:15][C:16]([CH3:19])([CH3:18])[CH3:17])=[O:14])[CH2:9][CH2:8]1, predict the reactants needed to synthesize it. The reactants are: Br[C:2]1[CH:21]=[CH:20][C:5]([CH2:6][N:7]2[CH2:12][CH2:11][N:10]([C:13]([O:15][C:16]([CH3:19])([CH3:18])[CH3:17])=[O:14])[CH2:9][CH2:8]2)=[C:4](F)[CH:3]=1.[Li]CCCC.[NH4+].[Cl-].N1(C([O:38][C:39](C)(C)C)=O)CCNCC1.[BH-](OC(C)=O)(OC(C)=O)OC(C)=O.[Na+].C([O-])(O)=O.[Na+].CCCC[N+](CCCC)(CCCC)CCCC.[F-:79].